Predict which catalyst facilitates the given reaction. From a dataset of Catalyst prediction with 721,799 reactions and 888 catalyst types from USPTO. (1) Reactant: [Br:1][C:2]1[CH:7]=[CH:6][C:5]([NH:8]C2C=CC=CC=2)=[C:4]([F:15])[C:3]=1[C:16]([F:19])([F:18])[F:17].[N:20]([O-])=O.[Na+].[ClH:24]. Product: [ClH:24].[Br:1][C:2]1[CH:7]=[CH:6][C:5]([NH:8][NH2:20])=[C:4]([F:15])[C:3]=1[C:16]([F:19])([F:18])[F:17]. The catalyst class is: 6. (2) Reactant: C1(C)C=CC=CC=1.[Cl-].[Ca+2].[Cl-].[CH3:11][O:12][C:13]1[CH:14]=[C:15]([CH:19]=[CH:20][C:21]=1[O:22][CH3:23])[C:16](O)=[O:17].S(Cl)([Cl:26])=O. Product: [CH3:11][O:12][C:13]1[CH:14]=[C:15]([CH:19]=[CH:20][C:21]=1[O:22][CH3:23])[C:16]([Cl:26])=[O:17]. The catalyst class is: 35. (3) Reactant: O(C(C)(C)C)[K].[Br:7][C:8]1[CH:13]=[CH:12][C:11]([NH2:14])=[C:10]([C:15]#[C:16][CH2:17][CH2:18][N:19]2[CH2:23][CH2:22][CH2:21][CH:20]2[CH3:24])[CH:9]=1. Product: [Br:7][C:8]1[CH:9]=[C:10]2[C:11](=[CH:12][CH:13]=1)[NH:14][C:16]([CH2:17][CH2:18][N:19]1[CH2:23][CH2:22][CH2:21][C@H:20]1[CH3:24])=[CH:15]2. The catalyst class is: 37.